Dataset: Full USPTO retrosynthesis dataset with 1.9M reactions from patents (1976-2016). Task: Predict the reactants needed to synthesize the given product. (1) Given the product [C:1]1([C:7]2[N:8]=[C:9]([C:12]3([C:13]#[N:14])[CH2:22][CH2:21][O:20][CH2:19][CH2:18]3)[S:10][CH:11]=2)[CH:2]=[CH:3][CH:4]=[CH:5][CH:6]=1, predict the reactants needed to synthesize it. The reactants are: [C:1]1([C:7]2[N:8]=[C:9]([CH2:12][C:13]#[N:14])[S:10][CH:11]=2)[CH:6]=[CH:5][CH:4]=[CH:3][CH:2]=1.[H-].[Na+].Br[CH2:18][CH2:19][O:20][CH2:21][CH2:22]Br. (2) Given the product [Br:18][C:19]1[N:24]=[C:23]([CH:25]=[C:3]([C:1]#[N:2])[C:4]([NH:6][C:7]2[CH:8]=[CH:9][C:10]3[CH:14]=[CH:13][S:12](=[O:16])(=[O:15])[C:11]=3[CH:17]=2)=[O:5])[CH:22]=[CH:21][CH:20]=1, predict the reactants needed to synthesize it. The reactants are: [C:1]([CH2:3][C:4]([NH:6][C:7]1[CH:8]=[CH:9][C:10]2[CH:14]=[CH:13][S:12](=[O:16])(=[O:15])[C:11]=2[CH:17]=1)=[O:5])#[N:2].[Br:18][C:19]1[N:24]=[C:23]([CH:25]=O)[CH:22]=[CH:21][CH:20]=1.N1CCCCC1.